From a dataset of Catalyst prediction with 721,799 reactions and 888 catalyst types from USPTO. Predict which catalyst facilitates the given reaction. Reactant: [NH:1]1[C:9]2[C:4](=[CH:5][CH:6]=[C:7]([C:10]([OH:12])=[O:11])[CH:8]=2)[CH:3]=[CH:2]1.[H-].[Na+].[CH2:15](Br)[C:16]1[CH:21]=[CH:20][CH:19]=[CH:18][CH:17]=1. Product: [CH2:15]([N:1]1[C:9]2[C:4](=[CH:5][CH:6]=[C:7]([C:10]([O:12][CH2:3][C:4]3[CH:9]=[CH:8][CH:7]=[CH:6][CH:5]=3)=[O:11])[CH:8]=2)[CH:3]=[CH:2]1)[C:16]1[CH:21]=[CH:20][CH:19]=[CH:18][CH:17]=1. The catalyst class is: 3.